Dataset: NCI-60 drug combinations with 297,098 pairs across 59 cell lines. Task: Regression. Given two drug SMILES strings and cell line genomic features, predict the synergy score measuring deviation from expected non-interaction effect. Drug 1: C1=CC(=C2C(=C1NCCNCCO)C(=O)C3=C(C=CC(=C3C2=O)O)O)NCCNCCO. Drug 2: C1=NC2=C(N=C(N=C2N1C3C(C(C(O3)CO)O)F)Cl)N. Cell line: NCI-H322M. Synergy scores: CSS=35.3, Synergy_ZIP=-4.36, Synergy_Bliss=5.37, Synergy_Loewe=-0.00874, Synergy_HSA=6.65.